From a dataset of Full USPTO retrosynthesis dataset with 1.9M reactions from patents (1976-2016). Predict the reactants needed to synthesize the given product. Given the product [C:3]([N:38]1[CH2:39][CH2:40][CH:35]([CH2:34][NH:33][C:29]2[N:28]=[C:27]([C:24](=[C:16]3[NH:17][C:18]4[CH:23]=[CH:22][CH:21]=[CH:20][C:19]=4[O:15]3)[C:25]#[N:26])[CH:32]=[CH:31][N:30]=2)[CH2:36][CH2:37]1)(=[O:4])[CH3:2], predict the reactants needed to synthesize it. The reactants are: F[C:2](F)(F)[C:3](O)=[O:4].FC(F)(F)C(O)=O.[O:15]1[C:19]2[CH:20]=[CH:21][CH:22]=[CH:23][C:18]=2[NH:17][C:16]1=[C:24]([C:27]1[CH:32]=[CH:31][N:30]=[C:29]([NH:33][CH2:34][CH:35]2[CH2:40][CH2:39][NH:38][CH2:37][CH2:36]2)[N:28]=1)[C:25]#[N:26].CCN(CC)CC.C(Cl)(=O)C.